From a dataset of Catalyst prediction with 721,799 reactions and 888 catalyst types from USPTO. Predict which catalyst facilitates the given reaction. Reactant: [C:1]1([CH:7]2[CH2:12][C:11]([C:13]3[CH:18]=[CH:17][CH:16]=[CH:15][CH:14]=3)=[N:10][NH:9][C:8]2=[O:19])[CH:6]=[CH:5][CH:4]=[CH:3][CH:2]=1.BrBr. Product: [C:1]1([C:7]2[C:8](=[O:19])[NH:9][N:10]=[C:11]([C:13]3[CH:14]=[CH:15][CH:16]=[CH:17][CH:18]=3)[CH:12]=2)[CH:2]=[CH:3][CH:4]=[CH:5][CH:6]=1. The catalyst class is: 15.